From a dataset of Forward reaction prediction with 1.9M reactions from USPTO patents (1976-2016). Predict the product of the given reaction. (1) Given the reactants [CH3:1][CH:2]([CH2:5][CH2:6][CH2:7][CH2:8][CH2:9][CH2:10][CH2:11][CH2:12][CH3:13])[CH:3]=[O:4].[CH2:14]([OH:23])[CH2:15][O:16][CH2:17][CH2:18][O:19][CH2:20][CH2:21][OH:22], predict the reaction product. The product is: [CH3:1][CH:2]([CH2:5][CH2:6][CH2:7][CH2:8][CH2:9][CH2:10][CH2:11][CH2:12][CH3:13])[CH:3]=[O:4].[CH2:14]([OH:23])[CH2:15][O:16][CH2:17][CH2:18][O:19][CH2:20][CH2:21][OH:22]. (2) Given the reactants [NH2:1][C:2]([CH3:18])([CH2:5][N:6]1[N:10]=[C:9]2[C:11]([Cl:17])=[CH:12][C:13]([Cl:16])=[C:14]([Br:15])[C:8]2=[N:7]1)[C:3]#[N:4].[F:19][C:20]([F:31])([F:30])[C:21]1[CH:29]=[CH:28][C:24]([C:25](Cl)=[S:26])=[CH:23][CH:22]=1, predict the reaction product. The product is: [Br:15][C:14]1[C:8]2[C:9](=[N:10][N:6]([CH2:5][C:2]([NH:1][C:25](=[S:26])[C:24]3[CH:23]=[CH:22][C:21]([C:20]([F:19])([F:30])[F:31])=[CH:29][CH:28]=3)([C:3]#[N:4])[CH3:18])[N:7]=2)[C:11]([Cl:17])=[CH:12][C:13]=1[Cl:16]. (3) Given the reactants [CH2:1]([O:3][C:4]([C:6]1[S:14][C:13]2[C:12]([F:15])=[CH:11][N:10]=[CH:9][C:8]=2[C:7]=1[NH:16][C:17]1[CH:22]=[CH:21][C:20]([Si](C)(C)C)=[CH:19][C:18]=1[F:27])=[O:5])[CH3:2].[I:28]Cl, predict the reaction product. The product is: [CH2:1]([O:3][C:4]([C:6]1[S:14][C:13]2[C:12]([F:15])=[CH:11][N:10]=[CH:9][C:8]=2[C:7]=1[NH:16][C:17]1[CH:22]=[CH:21][C:20]([I:28])=[CH:19][C:18]=1[F:27])=[O:5])[CH3:2]. (4) Given the reactants [NH2:1][CH2:2][CH2:3][C@H:4]([NH:8][C:9]([O:11][CH2:12][C:13]1[CH:18]=[CH:17][CH:16]=[CH:15][CH:14]=1)=[O:10])[C:5]([OH:7])=[O:6].[OH-].[Na+].[C:21](O[C:21]([O:23][C:24]([CH3:27])([CH3:26])[CH3:25])=[O:22])([O:23][C:24]([CH3:27])([CH3:26])[CH3:25])=[O:22], predict the reaction product. The product is: [CH2:12]([O:11][C:9]([NH:8][C@@H:4]([CH2:3][CH2:2][NH:1][C:21]([O:23][C:24]([CH3:27])([CH3:26])[CH3:25])=[O:22])[C:5]([OH:7])=[O:6])=[O:10])[C:13]1[CH:14]=[CH:15][CH:16]=[CH:17][CH:18]=1. (5) Given the reactants [C:1]([O:4][CH2:5][C@@H:6]1[C@@H:11]([O:12][C:13](=[O:15])[CH3:14])[C@H:10]([O:16][C:17](=[O:19])[CH3:18])[C@H:9]([O:20][C:21](=[O:23])[CH3:22])[C@:8]2([CH2:32][CH2:31][C:30]3[C:25](=[CH:26][CH:27]=[C:28](OS(C(F)(F)F)(=O)=O)[CH:29]=3)[O:24]2)[O:7]1)(=[O:3])[CH3:2].CC([O-])=O.[K+].[B:55]1([B:55]2[O:59][C:58]([CH3:61])([CH3:60])[C:57]([CH3:63])([CH3:62])[O:56]2)[O:59][C:58]([CH3:61])([CH3:60])[C:57]([CH3:63])([CH3:62])[O:56]1.C(Cl)Cl, predict the reaction product. The product is: [C:1]([O:4][CH2:5][C@@H:6]1[C@@H:11]([O:12][C:13](=[O:15])[CH3:14])[C@H:10]([O:16][C:17](=[O:19])[CH3:18])[C@H:9]([O:20][C:21](=[O:23])[CH3:22])[C@:8]2([CH2:32][CH2:31][C:30]3[C:25](=[CH:26][CH:27]=[C:28]([B:55]4[O:56][C:57]([CH3:62])([CH3:63])[C:58]([CH3:60])([CH3:61])[O:59]4)[CH:29]=3)[O:24]2)[O:7]1)(=[O:3])[CH3:2]. (6) Given the reactants C1(CN(C2C=CC(S(C)(=O)=O)=CC=2)[C:8](=[O:19])[NH:9][C:10]2[S:11][CH:12]=[C:13](CC(O)=O)[N:14]=2)CCCC1.[CH:30]1([CH2:34][NH:35][C:36]2[CH:41]=[CH:40][C:39]([F:42])=[C:38]([F:43])[CH:37]=2)[CH2:33][CH2:32][CH2:31]1.C([O:46][C:47](=[O:56])[CH2:48][S:49]C1SC(N)=NC=1)C, predict the reaction product. The product is: [CH:30]1([CH2:34][N:35]([C:36]2[CH:41]=[CH:40][C:39]([F:42])=[C:38]([F:43])[CH:37]=2)[C:8](=[O:19])[NH:9][C:10]2[S:11][C:12]([S:49][CH2:48][C:47]([OH:56])=[O:46])=[CH:13][N:14]=2)[CH2:31][CH2:32][CH2:33]1. (7) Given the reactants C[Si]([C:5]#[C:6][C:7]1[CH:8]=[CH:9][C:10]2[N:14]=[C:13]([C@@H:15]3[CH2:21][C:18]4([CH2:20][CH2:19]4)[CH2:17][N:16]3[C:22]([O:24][C:25]([CH3:28])([CH3:27])[CH3:26])=[O:23])[NH:12][C:11]=2[CH:29]=1)(C)C.C(=O)([O-])[O-].[K+].[K+].CCOC(C)=O, predict the reaction product. The product is: [C:6]([C:7]1[CH:8]=[CH:9][C:10]2[N:14]=[C:13]([C@@H:15]3[CH2:21][C:18]4([CH2:19][CH2:20]4)[CH2:17][N:16]3[C:22]([O:24][C:25]([CH3:27])([CH3:26])[CH3:28])=[O:23])[NH:12][C:11]=2[CH:29]=1)#[CH:5]. (8) Given the reactants [C:1]1([NH:7][C:8]2[N:9](C(C3C=CC=CC=3)(C3C=CC=CC=3)C3C=CC=CC=3)[CH:10]=[C:11]([C:13]([C:15]3[CH:20]=[C:19]([O:21][CH3:22])[C:18]([O:23][CH3:24])=[C:17]([O:25][CH3:26])[CH:16]=3)=[O:14])[N:12]=2)[CH:6]=[CH:5][CH:4]=[CH:3][CH:2]=1.Cl, predict the reaction product. The product is: [C:1]1([NH:7][C:8]2[NH:9][CH:10]=[C:11]([C:13]([C:15]3[CH:20]=[C:19]([O:21][CH3:22])[C:18]([O:23][CH3:24])=[C:17]([O:25][CH3:26])[CH:16]=3)=[O:14])[N:12]=2)[CH:6]=[CH:5][CH:4]=[CH:3][CH:2]=1.